This data is from Reaction yield outcomes from USPTO patents with 853,638 reactions. The task is: Predict the reaction yield, written as a fraction of the theoretical maximum amount of product (1.0 means a 100% yield; for example, 0.34 means a 34% yield). (1) The reactants are [CH:1]1([C:4]2[O:8][C:7]([C:9]3[C:10]([NH2:25])=[N:11][CH:12]=[C:13]([C:15]4[CH:16]=[C:17]5[C:21](=[CH:22][CH:23]=4)[N:20]([CH3:24])[CH:19]=[CH:18]5)[CH:14]=3)=[N:6][N:5]=2)[CH2:3][CH2:2]1.C([SiH](CC)CC)C.C([O-])(O)=O.[Na+]. The catalyst is C(O)(C(F)(F)F)=O.O. The product is [CH:1]1([C:4]2[O:8][C:7]([C:9]3[C:10]([NH2:25])=[N:11][CH:12]=[C:13]([C:15]4[CH:16]=[C:17]5[C:21](=[CH:22][CH:23]=4)[N:20]([CH3:24])[CH2:19][CH2:18]5)[CH:14]=3)=[N:6][N:5]=2)[CH2:3][CH2:2]1. The yield is 0.500. (2) The reactants are [OH:1][CH2:2][CH2:3][N:4]1[CH2:8][CH2:7][O:6][C:5]1=[O:9].C(=O)(O)[O-:11].[Na+].[Br-].[Na+].ClN1C(=O)N(Cl)C(=O)N(Cl)C1=O. The catalyst is CC(C)=O.CC1(C)N([O])C(C)(C)CCC1.C(O)(C)C. The product is [O:9]=[C:5]1[N:4]([CH2:3][C:2]([OH:11])=[O:1])[CH2:8][CH2:7][O:6]1. The yield is 0.700.